Dataset: NCI-60 drug combinations with 297,098 pairs across 59 cell lines. Task: Regression. Given two drug SMILES strings and cell line genomic features, predict the synergy score measuring deviation from expected non-interaction effect. (1) Drug 1: CC1=C2C(C(=O)C3(C(CC4C(C3C(C(C2(C)C)(CC1OC(=O)C(C(C5=CC=CC=C5)NC(=O)OC(C)(C)C)O)O)OC(=O)C6=CC=CC=C6)(CO4)OC(=O)C)O)C)O. Drug 2: N.N.Cl[Pt+2]Cl. Cell line: ACHN. Synergy scores: CSS=45.4, Synergy_ZIP=-1.11, Synergy_Bliss=1.27, Synergy_Loewe=-0.820, Synergy_HSA=-0.682. (2) Drug 1: CS(=O)(=O)C1=CC(=C(C=C1)C(=O)NC2=CC(=C(C=C2)Cl)C3=CC=CC=N3)Cl. Drug 2: C(CN)CNCCSP(=O)(O)O. Cell line: NCIH23. Synergy scores: CSS=0.397, Synergy_ZIP=-0.269, Synergy_Bliss=-0.0920, Synergy_Loewe=-1.68, Synergy_HSA=-1.58. (3) Drug 1: CN(C)N=NC1=C(NC=N1)C(=O)N. Drug 2: C1CNP(=O)(OC1)N(CCCl)CCCl. Cell line: MCF7. Synergy scores: CSS=-4.32, Synergy_ZIP=0.552, Synergy_Bliss=-3.00, Synergy_Loewe=-5.39, Synergy_HSA=-4.41. (4) Drug 1: COC1=C2C(=CC3=C1OC=C3)C=CC(=O)O2. Drug 2: CC(C)CN1C=NC2=C1C3=CC=CC=C3N=C2N. Cell line: RPMI-8226. Synergy scores: CSS=-3.80, Synergy_ZIP=1.23, Synergy_Bliss=-1.69, Synergy_Loewe=-2.49, Synergy_HSA=-4.02. (5) Drug 1: C1CN1C2=NC(=NC(=N2)N3CC3)N4CC4. Drug 2: CS(=O)(=O)OCCCCOS(=O)(=O)C. Cell line: 786-0. Synergy scores: CSS=17.0, Synergy_ZIP=-2.48, Synergy_Bliss=-2.29, Synergy_Loewe=-30.0, Synergy_HSA=-2.21. (6) Drug 1: CN1C(=O)N2C=NC(=C2N=N1)C(=O)N. Drug 2: CC1=C(C=C(C=C1)NC(=O)C2=CC=C(C=C2)CN3CCN(CC3)C)NC4=NC=CC(=N4)C5=CN=CC=C5. Cell line: DU-145. Synergy scores: CSS=-6.57, Synergy_ZIP=9.42, Synergy_Bliss=6.96, Synergy_Loewe=-4.82, Synergy_HSA=-4.48. (7) Drug 1: C1=C(C(=O)NC(=O)N1)F. Drug 2: CC1=C(C(CCC1)(C)C)C=CC(=CC=CC(=CC(=O)O)C)C. Cell line: K-562. Synergy scores: CSS=39.9, Synergy_ZIP=-17.5, Synergy_Bliss=-22.1, Synergy_Loewe=-16.8, Synergy_HSA=-16.2. (8) Drug 1: CCC(=C(C1=CC=CC=C1)C2=CC=C(C=C2)OCCN(C)C)C3=CC=CC=C3.C(C(=O)O)C(CC(=O)O)(C(=O)O)O. Drug 2: CC1CCC2CC(C(=CC=CC=CC(CC(C(=O)C(C(C(=CC(C(=O)CC(OC(=O)C3CCCCN3C(=O)C(=O)C1(O2)O)C(C)CC4CCC(C(C4)OC)O)C)C)O)OC)C)C)C)OC. Cell line: SN12C. Synergy scores: CSS=8.09, Synergy_ZIP=-1.79, Synergy_Bliss=-2.09, Synergy_Loewe=-16.8, Synergy_HSA=-3.22.